This data is from Reaction yield outcomes from USPTO patents with 853,638 reactions. The task is: Predict the reaction yield, written as a fraction of the theoretical maximum amount of product (1.0 means a 100% yield; for example, 0.34 means a 34% yield). (1) The reactants are FC(F)(F)C(O)=O.[NH2:8][C:9]1[CH:10]=[C:11]([N:15]2[C:20]3[N:21]=[C:22]([NH:25][C:26]4[CH:31]=[CH:30][C:29]([N:32]5[CH2:37][CH2:36][N:35]([CH3:38])[CH2:34][CH2:33]5)=[CH:28][C:27]=4[O:39][CH3:40])[N:23]=[CH:24][C:19]=3[CH:18]=[CH:17][C:16]2=[O:41])[CH:12]=[CH:13][CH:14]=1.Cl.[CH3:43][N:44]([CH3:51])[CH2:45]/[CH:46]=[CH:47]/[C:48](Cl)=[O:49].CCN(C(C)C)C(C)C. The catalyst is C1COCC1. The product is [CH3:43][N:44]([CH3:51])[CH2:45]/[CH:46]=[CH:47]/[C:48]([NH:8][C:9]1[CH:14]=[CH:13][CH:12]=[C:11]([N:15]2[C:20]3[N:21]=[C:22]([NH:25][C:26]4[CH:31]=[CH:30][C:29]([N:32]5[CH2:37][CH2:36][N:35]([CH3:38])[CH2:34][CH2:33]5)=[CH:28][C:27]=4[O:39][CH3:40])[N:23]=[CH:24][C:19]=3[CH:18]=[CH:17][C:16]2=[O:41])[CH:10]=1)=[O:49]. The yield is 0.110. (2) The reactants are [Cl:1][C:2]1[CH:11]=[C:10]2[C:5]([C:6]([N:12]3[CH2:17][CH2:16][N:15]([CH2:18][CH2:19][CH2:20][CH2:21][NH2:22])[CH2:14][CH2:13]3)=[CH:7][CH:8]=[N:9]2)=[CH:4][CH:3]=1.C1N=CN([C:28]([N:30]2[CH:34]=N[CH:32]=[CH:31]2)=[O:29])C=1.[C:35]1([CH:41]2CCNC[CH2:42]2)[CH:40]=[CH:39][CH:38]=[CH:37][CH:36]=1. The catalyst is C(Cl)(Cl)Cl.CO. The product is [Cl:1][C:2]1[CH:11]=[C:10]2[C:5]([C:6]([N:12]3[CH2:13][CH2:14][N:15]([CH2:18][CH2:19][CH2:20][CH2:21][NH:22][C:28]([N:30]4[CH2:31][CH2:32][CH:41]([C:35]5[CH:40]=[CH:39][CH:38]=[CH:37][CH:36]=5)[CH2:42][CH2:34]4)=[O:29])[CH2:16][CH2:17]3)=[CH:7][CH:8]=[N:9]2)=[CH:4][CH:3]=1. The yield is 0.200. (3) The reactants are [Cl:1][C:2]1[CH:3]=[C:4]([NH:8][C:9]2[N:14]=[C:13]([C:15]3[CH:20]=[CH:19][N:18]=[C:17]([CH2:21]O)[CH:16]=3)[CH:12]=[CH:11][N:10]=2)[CH:5]=[CH:6][CH:7]=1.S(Cl)([Cl:25])=O.O. The catalyst is ClCCl. The product is [Cl:25][CH2:21][C:17]1[CH:16]=[C:15]([C:13]2[CH:12]=[CH:11][N:10]=[C:9]([NH:8][C:4]3[CH:5]=[CH:6][CH:7]=[C:2]([Cl:1])[CH:3]=3)[N:14]=2)[CH:20]=[CH:19][N:18]=1. The yield is 0.770. (4) The catalyst is C1COCC1.CCOCC. The product is [C:1]([O:5][C:6](=[O:7])[NH:8][C@@H:9]([CH2:13][C:14]1[CH:19]=[CH:18][C:17]([N+:20]([O-:22])=[O:21])=[CH:16][CH:15]=1)[C:10](=[O:12])[CH:40]=[N+:38]=[N-:39])([CH3:2])([CH3:3])[CH3:4]. The reactants are [C:1]([O:5][C:6]([NH:8][C@@H:9]([CH2:13][C:14]1[CH:19]=[CH:18][C:17]([N+:20]([O-:22])=[O:21])=[CH:16][CH:15]=1)[C:10]([OH:12])=O)=[O:7])([CH3:4])([CH3:3])[CH3:2].C(N(CC)CC)C.ClC(OCC(C)C)=O.[N+:38](=[CH2:40])=[N-:39]. The yield is 0.820. (5) The reactants are Cl.[CH3:2][N:3]1[CH:12]=[C:11]([C:13]2[CH:18]=[CH:17][CH:16]=[C:15]([NH:19][CH3:20])[CH:14]=2)[C:10]2[C:5](=[CH:6][CH:7]=[CH:8][CH:9]=2)[C:4]1=[O:21].N(C(C)C)(C(C)C)CC.[CH3:31][S:32](Cl)(=[O:34])=[O:33].O. The catalyst is C(Cl)Cl.N1C=CC=CC=1.C(OCC)(=O)C. The product is [CH3:20][N:19]([C:15]1[CH:16]=[CH:17][CH:18]=[C:13]([C:11]2[C:10]3[C:5](=[CH:6][CH:7]=[CH:8][CH:9]=3)[C:4](=[O:21])[N:3]([CH3:2])[CH:12]=2)[CH:14]=1)[S:32]([CH3:31])(=[O:34])=[O:33]. The yield is 0.540. (6) The reactants are Br[C:2]1[CH:3]=[N:4][N:5]([CH2:7][C:8]([NH:10][C:11]2[CH:16]=[CH:15][CH:14]=[C:13]([F:17])[C:12]=2[F:18])=[O:9])[CH:6]=1.CC1(C)C2C=CC=C(P(C3C=CC=CC=3)C3C=CC=CC=3)C=2OC2C1=CC=CC=2P(C1C=CC=CC=1)C1C=CC=CC=1.[C:61](=[NH:74])([C:68]1[CH:73]=[CH:72][CH:71]=[CH:70][CH:69]=1)[C:62]1[CH:67]=[CH:66][CH:65]=[CH:64][CH:63]=1.CC(C)([O-])C.[Na+]. The catalyst is O1CCOCC1.C1C=CC(/C=C/C(/C=C/C2C=CC=CC=2)=O)=CC=1.C1C=CC(/C=C/C(/C=C/C2C=CC=CC=2)=O)=CC=1.C1C=CC(/C=C/C(/C=C/C2C=CC=CC=2)=O)=CC=1.[Pd].[Pd]. The product is [F:18][C:12]1[C:13]([F:17])=[CH:14][CH:15]=[CH:16][C:11]=1[NH:10][C:8](=[O:9])[CH2:7][N:5]1[CH:6]=[C:2]([N:74]=[C:61]([C:62]2[CH:67]=[CH:66][CH:65]=[CH:64][CH:63]=2)[C:68]2[CH:73]=[CH:72][CH:71]=[CH:70][CH:69]=2)[CH:3]=[N:4]1. The yield is 0.440. (7) The reactants are [Cl-].[NH4+:2].[OH-].[NH4+].Cl[O-].[Na+].[NH:8]1[CH:12]=[C:11]([C:13]([O:15][CH2:16][CH3:17])=[O:14])[CH:10]=[C:9]1[C:18]([O:20][CH2:21][CH3:22])=[O:19].[OH-].[Na+].NCl. The catalyst is CC(OC)(C)C.CN(C=O)C. The product is [NH2:2][N:8]1[CH:12]=[C:11]([C:13]([O:15][CH2:16][CH3:17])=[O:14])[CH:10]=[C:9]1[C:18]([O:20][CH2:21][CH3:22])=[O:19]. The yield is 0.950.